Dataset: Full USPTO retrosynthesis dataset with 1.9M reactions from patents (1976-2016). Task: Predict the reactants needed to synthesize the given product. (1) Given the product [Cl:1][C:2]1[CH:3]=[N:4][C:5]2[N:6]([N:8]=[C:9]([C:11]([N:16]3[CH2:17][CH2:18][C:19]4[CH:24]=[CH:23][CH:22]=[N:21][C:20]=4[N:15]3[CH3:14])=[O:13])[CH:10]=2)[CH:7]=1, predict the reactants needed to synthesize it. The reactants are: [Cl:1][C:2]1[CH:3]=[N:4][C:5]2[N:6]([N:8]=[C:9]([C:11]([OH:13])=O)[CH:10]=2)[CH:7]=1.[CH3:14][N:15]1[C:20]2[N:21]=[CH:22][CH:23]=[CH:24][C:19]=2[CH2:18][CH2:17][NH:16]1. (2) Given the product [CH:1]1([N:4]2[C:13]3[C:8](=[C:9]([NH:18][CH3:19])[C:10]([F:17])=[C:11]([F:16])[C:12]=3[O:14][CH3:15])[C:7](=[O:26])[C:6]([C:27]([OH:29])=[O:28])=[CH:5]2)[CH2:3][CH2:2]1, predict the reactants needed to synthesize it. The reactants are: [CH:1]1([N:4]2[C:13]3[C:8](=[C:9]([N:18](C)[C:19](=O)C(F)(F)F)[C:10]([F:17])=[C:11]([F:16])[C:12]=3[O:14][CH3:15])[C:7](=[O:26])[C:6]([C:27]([O:29]C)=[O:28])=[CH:5]2)[CH2:3][CH2:2]1. (3) Given the product [C:40]([NH:39][CH:36]1[CH2:35][CH2:34][CH2:33][CH2:38][CH2:37]1)([NH:41][CH:42]1[CH2:47][CH2:46][CH2:45][CH2:44][CH2:43]1)=[O:8], predict the reactants needed to synthesize it. The reactants are: C1C(C(N[C@H](C(O)=O)CCC(O)=O)=[O:8])=CC=C(NCC2N=C3C(N=C(N)NC3=NC=2)=O)C=1.[CH2:33]1[CH2:38][CH2:37][CH:36]([N:39]=[C:40]=[N:41][CH:42]2[CH2:47][CH2:46][CH2:45][CH2:44][CH2:43]2)[CH2:35][CH2:34]1. (4) Given the product [Cl:1][C:9](=[N:16][OH:17])[C:10]1[CH:15]=[CH:14][CH:13]=[CH:12][CH:11]=1, predict the reactants needed to synthesize it. The reactants are: [Cl:1]N1C(=O)CCC1=O.[CH:9](=[N:16][OH:17])[C:10]1[CH:15]=[CH:14][CH:13]=[CH:12][CH:11]=1.O. (5) The reactants are: [Cl:1][C:2]1[N:7]=[CH:6][C:5]([CH2:8][NH2:9])=[CH:4][CH:3]=1.[F:10][CH:11]([F:14])[CH:12]=O.S([O-])([O-])(=O)=O.[Mg+2]. Given the product [Cl:1][C:2]1[N:7]=[CH:6][C:5]([CH2:8]/[N:9]=[CH:12]/[CH:11]([F:14])[F:10])=[CH:4][CH:3]=1, predict the reactants needed to synthesize it. (6) Given the product [Br:15][C:5]1[C:6]2[C:11](=[CH:10][CH:9]=[CH:8][C:7]=2[N+:12]([O-:14])=[O:13])[N:3]([CH2:1][CH3:2])[CH:4]=1, predict the reactants needed to synthesize it. The reactants are: [CH2:1]([N:3]1[C:11]2[C:6](=[C:7]([N+:12]([O-:14])=[O:13])[CH:8]=[CH:9][CH:10]=2)[CH:5]=[CH:4]1)[CH3:2].[Br:15]N1C(=O)CCC1=O.